Dataset: Forward reaction prediction with 1.9M reactions from USPTO patents (1976-2016). Task: Predict the product of the given reaction. (1) Given the reactants [C:1]1([N:7]2[C:11]3=[N:12][CH:13]=[N:14][C:15]([NH:16]/[N:17]=[CH:18]/[CH:19]4[CH2:24][CH2:23][N:22](C(OC(C)(C)C)=O)[CH2:21][CH2:20]4)=[C:10]3[CH:9]=[N:8]2)[CH:6]=[CH:5][CH:4]=[CH:3][CH:2]=1.[C:32]([OH:38])([C:34]([F:37])([F:36])[F:35])=[O:33], predict the reaction product. The product is: [F:35][C:34]([F:37])([F:36])[C:32]([OH:38])=[O:33].[C:1]1([N:7]2[C:11]3=[N:12][CH:13]=[N:14][C:15]([NH:16][N:17]=[CH:18][CH:19]4[CH2:24][CH2:23][NH:22][CH2:21][CH2:20]4)=[C:10]3[CH:9]=[N:8]2)[CH:2]=[CH:3][CH:4]=[CH:5][CH:6]=1. (2) Given the reactants CCN(C(C)C)C(C)C.[Br:10][C:11]1[CH:20]=[N:19][C:18]2[N:17]=[C:16](O)[N:15]3[N:22]=[C:23]([CH3:25])[CH:24]=[C:14]3[C:13]=2[CH:12]=1.O=P(Cl)(Cl)Cl.Cl.[NH:32]1[CH2:35][CH:34]([N:36]([CH3:44])[C:37](=[O:43])[O:38][C:39]([CH3:42])([CH3:41])[CH3:40])[CH2:33]1, predict the reaction product. The product is: [Br:10][C:11]1[CH:20]=[N:19][C:18]2[N:17]=[C:16]([N:32]3[CH2:35][CH:34]([N:36]([CH3:44])[C:37](=[O:43])[O:38][C:39]([CH3:40])([CH3:41])[CH3:42])[CH2:33]3)[N:15]3[N:22]=[C:23]([CH3:25])[CH:24]=[C:14]3[C:13]=2[CH:12]=1. (3) The product is: [F:22][C:23]1[CH:28]=[CH:27][C:26]([C:18]2[S:17][CH:16]=[C:15]([C:12]([NH:11][C:10](=[O:21])[O:9][CH:3]3[CH:4]4[CH2:5][CH2:6][N:1]([CH2:8][CH2:7]4)[CH2:2]3)([CH3:14])[CH3:13])[CH:19]=2)=[CH:25][CH:24]=1. Given the reactants [N:1]12[CH2:8][CH2:7][CH:4]([CH2:5][CH2:6]1)[CH:3]([O:9][C:10](=[O:21])[NH:11][C:12]1([C:15]3[CH:19]=[C:18](Br)[S:17][CH:16]=3)[CH2:14][CH2:13]1)[CH2:2]2.[F:22][C:23]1[CH:28]=[CH:27][C:26](B(O)O)=[CH:25][CH:24]=1.C1(P(C2CCCCC2)C2CCCCC2)CCCCC1.P([O-])([O-])([O-])=O.[K+].[K+].[K+], predict the reaction product. (4) Given the reactants [F:1][C:2]1[CH:7]=[CH:6][C:5]([OH:8])=[C:4]([CH3:9])[CH:3]=1.Br[CH2:11][C:12]([O:14][CH3:15])=[O:13].C(=O)([O-])[O-].[Cs+].[Cs+].O, predict the reaction product. The product is: [F:1][C:2]1[CH:7]=[CH:6][C:5]([O:8][CH2:11][C:12]([O:14][CH3:15])=[O:13])=[C:4]([CH3:9])[CH:3]=1.